Task: Predict the reactants needed to synthesize the given product.. Dataset: Full USPTO retrosynthesis dataset with 1.9M reactions from patents (1976-2016) (1) Given the product [C:19]([C:4]1[C:3]([N:21]([CH3:29])[S:22]([C:25]([F:28])([F:26])[F:27])(=[O:24])=[O:23])=[CH:2][N:6]([C:7]2[C:8]([Cl:18])=[CH:9][C:10]([C:14]([F:16])([F:17])[F:15])=[CH:11][C:12]=2[Cl:13])[N:5]=1)#[N:20], predict the reactants needed to synthesize it. The reactants are: N[C:2]1[N:6]([C:7]2[C:12]([Cl:13])=[CH:11][C:10]([C:14]([F:17])([F:16])[F:15])=[CH:9][C:8]=2[Cl:18])[N:5]=[C:4]([C:19]#[N:20])[C:3]=1[N:21]([CH3:29])[S:22]([C:25]([F:28])([F:27])[F:26])(=[O:24])=[O:23].N(OC(C)(C)C)=O. (2) Given the product [C:5]1([C:4]2[NH:26][N:25]=[N:24][C:3]=2[N:11]2[CH2:16][CH2:15][N:14]([C:17]([O:19][C:20]([CH3:23])([CH3:22])[CH3:21])=[O:18])[CH2:13][CH2:12]2)[CH:10]=[CH:9][CH:8]=[CH:7][CH:6]=1, predict the reactants needed to synthesize it. The reactants are: C([C:3]([N:11]1[CH2:16][CH2:15][N:14]([C:17]([O:19][C:20]([CH3:23])([CH3:22])[CH3:21])=[O:18])[CH2:13][CH2:12]1)=[CH:4][C:5]1[CH:10]=[CH:9][CH:8]=[CH:7][CH:6]=1)#N.[N-:24]=[N+:25]=[N-:26].[Na+]. (3) Given the product [Cl:1][C:2]1[CH:3]=[C:4]([C:9]2([O:14][CH3:15])[CH2:13][CH2:12][N:11]([CH2:16][CH3:17])[CH2:10]2)[CH:5]=[C:6]([F:8])[CH:7]=1, predict the reactants needed to synthesize it. The reactants are: [Cl:1][C:2]1[CH:3]=[C:4]([C:9]2([O:14][CH3:15])[CH2:13][CH2:12][NH:11][CH2:10]2)[CH:5]=[C:6]([F:8])[CH:7]=1.[CH2:16](N(CC)CC)[CH3:17].ICC. (4) Given the product [CH2:3]([S:5][C:7]1[N:8]=[C:9]2[CH:14]=[CH:13][C:12]([CH2:15][CH2:16][CH3:17])=[N:11][N:10]2[C:18]=1[S:19]([NH2:22])(=[O:21])=[O:20])[CH3:4], predict the reactants needed to synthesize it. The reactants are: [H-].[Na+].[CH2:3]([SH:5])[CH3:4].Cl[C:7]1[N:8]=[C:9]2[CH:14]=[CH:13][C:12]([CH2:15][CH2:16][CH3:17])=[N:11][N:10]2[C:18]=1[S:19]([NH2:22])(=[O:21])=[O:20].Cl. (5) The reactants are: [C:1]([O:5][C:6](=[O:33])[N:7]([C@@H:21]([C:23]1[C:32]2[C:27](=[CH:28][CH:29]=[CH:30][CH:31]=2)[CH:26]=[CH:25][CH:24]=1)[CH3:22])[CH2:8][CH:9]1[CH2:14][CH2:13][NH:12][CH2:11][CH:10]1[C:15]1[CH:20]=[CH:19][CH:18]=[CH:17][CH:16]=1)([CH3:4])([CH3:3])[CH3:2].[O:34]1[CH:38]=[CH:37][C:36]([CH:39]=O)=[CH:35]1.C(O[BH-](OC(=O)C)OC(=O)C)(=O)C.[N-]=C=O. Given the product [O:34]1[CH:38]=[CH:37][C:36]([CH2:39][N:12]2[CH2:13][CH2:14][CH:9]([CH2:8][N:7]([C@@H:21]([C:23]3[C:32]4[C:27](=[CH:28][CH:29]=[CH:30][CH:31]=4)[CH:26]=[CH:25][CH:24]=3)[CH3:22])[C:6](=[O:33])[O:5][C:1]([CH3:2])([CH3:3])[CH3:4])[CH:10]([C:15]3[CH:16]=[CH:17][CH:18]=[CH:19][CH:20]=3)[CH2:11]2)=[CH:35]1, predict the reactants needed to synthesize it. (6) Given the product [CH3:8][C:5]1[CH:4]=[CH:3][C:2]([C:12]([CH:14]2[CH2:19][CH2:18][N:17]([C:20]([O:22][C:23]([CH3:26])([CH3:25])[CH3:24])=[O:21])[CH2:16][CH2:15]2)=[O:13])=[CH:7][N:6]=1, predict the reactants needed to synthesize it. The reactants are: Br[C:2]1[CH:3]=[CH:4][C:5]([CH3:8])=[N:6][CH:7]=1.CON(C)[C:12]([CH:14]1[CH2:19][CH2:18][N:17]([C:20]([O:22][C:23]([CH3:26])([CH3:25])[CH3:24])=[O:21])[CH2:16][CH2:15]1)=[O:13].